Dataset: Forward reaction prediction with 1.9M reactions from USPTO patents (1976-2016). Task: Predict the product of the given reaction. (1) Given the reactants [Si:1]([O:8][C@H:9]1[CH2:13][CH2:12][NH:11][CH2:10]1)([C:4]([CH3:7])([CH3:6])[CH3:5])([CH3:3])[CH3:2].O1[CH2:16][CH:15]1[C:17]1[CH:18]=[C:19]([CH:24]=[CH:25][CH:26]=1)[O:20][CH2:21][C:22]#[N:23].[CH2:27]([N:29](CC)CC)C.CS(Cl)(=O)=O.CN, predict the reaction product. The product is: [Si:1]([O:8][C@H:9]1[CH2:13][CH2:12][N:11]([CH2:16][CH:15]([C:17]2[CH:18]=[C:19]([CH:24]=[CH:25][CH:26]=2)[O:20][CH2:21][C:22]#[N:23])[NH:29][CH3:27])[CH2:10]1)([C:4]([CH3:7])([CH3:6])[CH3:5])([CH3:3])[CH3:2]. (2) The product is: [ClH:24].[Cl:24][C:25]1[CH:44]=[CH:43][C:28]([NH:29][C:30]2[C:39]3[C:34](=[CH:35][C:36]([O:23][CH2:22]/[CH:21]=[CH:20]/[CH2:19][N:16]4[CH2:17][CH2:18][O:13][CH2:14][CH2:15]4)=[C:37]([O:40][CH3:41])[CH:38]=3)[N:33]=[CH:32][N:31]=2)=[C:27]([F:45])[CH:26]=1. Given the reactants N(C(OCC)=O)=NC(OCC)=O.[O:13]1[CH2:18][CH2:17][N:16]([CH2:19]/[CH:20]=[CH:21]/[CH2:22][OH:23])[CH2:15][CH2:14]1.[Cl:24][C:25]1[CH:44]=[CH:43][C:28]([NH:29][C:30]2[C:39]3[C:34](=[CH:35][C:36](O)=[C:37]([O:40][CH3:41])[CH:38]=3)[N:33]=[CH:32][N:31]=2)=[C:27]([F:45])[CH:26]=1.C1(P(C2C=CC=CC=2)C2C=CC=CC=2)C=CC=CC=1.CCOCC.O1CCN(C/C=C/CO)CC1, predict the reaction product. (3) Given the reactants O=[C:2]1[CH2:7][CH2:6][N:5](C(OCC2C=CC=CC=2)=O)[CH2:4][CH2:3]1.[C:18]1([CH3:26])[CH:23]=[CH:22][CH:21]=[C:20]([NH:24]N)[CH:19]=1, predict the reaction product. The product is: [CH3:26][C:18]1[CH:23]=[CH:22][C:21]2[C:3]3[CH2:4][NH:5][CH2:6][CH2:7][C:2]=3[NH:24][C:20]=2[CH:19]=1. (4) Given the reactants [CH3:1][CH2:2][CH2:3][CH2:4][CH2:5][CH2:6][CH2:7][CH2:8][CH2:9][CH2:10][CH2:1][CH2:2][CH2:3][CH2:4][CH2:5][CH2:6][CH2:7][CH2:8][CH2:9][CH2:10]CCC.CC(CCCCCCCC)(CC(CCCCCCCC)CCCCCCCCCC)CCCCCCCCCC, predict the reaction product. The product is: [CH2:1]=[CH:2][CH2:3][CH2:4][CH2:5][CH2:6][CH2:7][CH2:8][CH2:9][CH3:10]. (5) Given the reactants C([O-])(=O)C.[C:5]([O:9][C@@H:10]([C:16]1[C:31]([CH3:32])=[CH:30][C:19]2[N:20]=[C:21]([C:23]3[CH:28]=[CH:27][N:26]=[C:25](Cl)[N:24]=3)[S:22][C:18]=2[C:17]=1[C:33]1[CH:38]=[CH:37][C:36]([Cl:39])=[CH:35][CH:34]=1)[C:11]([O:13]CC)=[O:12])([CH3:8])([CH3:7])[CH3:6].[CH3:40][O:41][C:42]1[CH:43]=[C:44](B(O)O)[CH:45]=[CH:46][C:47]=1[O:48][CH3:49].C([O-])([O-])=O.[K+].[K+], predict the reaction product. The product is: [C:5]([O:9][C@@H:10]([C:16]1[C:31]([CH3:32])=[CH:30][C:19]2[N:20]=[C:21]([C:23]3[CH:28]=[CH:27][N:26]=[C:25]([C:45]4[CH:44]=[CH:43][C:42]([O:41][CH3:40])=[C:47]([O:48][CH3:49])[CH:46]=4)[N:24]=3)[S:22][C:18]=2[C:17]=1[C:33]1[CH:34]=[CH:35][C:36]([Cl:39])=[CH:37][CH:38]=1)[C:11]([OH:13])=[O:12])([CH3:7])([CH3:6])[CH3:8]. (6) Given the reactants [C:1]([OH:11])(=[O:10])[C:2]1[NH:9][C:7](=[O:8])[NH:6][C:4](=[O:5])[CH:3]=1.N12CCCN=C1CCC[CH2:14][CH2:13]2.O, predict the reaction product. The product is: [O:8]=[C:7]1[NH:9][C:2]([C:1]([O:11][CH2:13][CH3:14])=[O:10])=[CH:3][C:4](=[O:5])[NH:6]1. (7) Given the reactants Br[C:2]1[CH:7]=[CH:6][N:5]2[N:8]=[CH:9][C:10]([C:11]([O:13]CC)=[O:12])=[C:4]2[CH:3]=1.[CH3:16][N:17]1[CH:21]=[C:20](B2OC(C)(C)C(C)(C)O2)[CH:19]=[N:18]1.[O-]P([O-])([O-])=O.[K+].[K+].[K+].[Li+].[OH-].C(O)(C(F)(F)F)=O, predict the reaction product. The product is: [CH3:16][N:17]1[CH:21]=[C:20]([C:2]2[CH:7]=[CH:6][N:5]3[N:8]=[CH:9][C:10]([C:11]([OH:13])=[O:12])=[C:4]3[CH:3]=2)[CH:19]=[N:18]1.